This data is from Forward reaction prediction with 1.9M reactions from USPTO patents (1976-2016). The task is: Predict the product of the given reaction. (1) Given the reactants Br[C:2]1[CH:3]=[CH:4][C:5]2[NH:11][C:10](=[O:12])[CH2:9][O:8][C:7]([C:19]3[CH:24]=[CH:23][CH:22]=[CH:21][CH:20]=3)([C:13]3[CH:18]=[CH:17][CH:16]=[CH:15][CH:14]=3)[C:6]=2[CH:25]=1.[Cl:26][C:27]1[CH:28]=[C:29](B(O)O)[CH:30]=[CH:31][C:32]=1[F:33], predict the reaction product. The product is: [CH2:9]1[O:8][C:7]([C:19]2[CH:24]=[CH:23][CH:22]=[CH:21][CH:20]=2)([C:13]2[CH:18]=[CH:17][CH:16]=[CH:15][CH:14]=2)[C:6]2[CH:25]=[C:2]([C:29]3[CH:30]=[CH:31][C:32]([F:33])=[C:27]([Cl:26])[CH:28]=3)[CH:3]=[CH:4][C:5]=2[NH:11][C:10]1=[O:12]. (2) Given the reactants I[C:2]1[O:3][C:4]([C:12]2[CH:17]=[CH:16][C:15]([O:18][CH3:19])=[CH:14][CH:13]=2)=[C:5]([C:7]([O:9][CH2:10][CH3:11])=[O:8])[N:6]=1.[S:20]1[CH:24]=[CH:23][CH:22]=[C:21]1B(O)O.C(=O)([O-])[O-].[Na+].[Na+], predict the reaction product. The product is: [CH3:19][O:18][C:15]1[CH:16]=[CH:17][C:12]([C:4]2[O:3][C:2]([C:21]3[S:20][CH:24]=[CH:23][CH:22]=3)=[N:6][C:5]=2[C:7]([O:9][CH2:10][CH3:11])=[O:8])=[CH:13][CH:14]=1. (3) Given the reactants Cl.[CH3:2][N:3]([C@H:10]([C:14]1[CH:19]=[CH:18][CH:17]=[CH:16][CH:15]=1)[C:11]([OH:13])=[O:12])[C:4]1[CH:9]=[CH:8][CH:7]=[CH:6][CH:5]=1.C1C=CC2N(O)N=NC=2C=1.C1CCC(N=C=NC2CCCCC2)CC1.[N:45]12[CH2:52][CH2:51][CH:48]([CH2:49][CH2:50]1)[C@@H:47](O)[CH2:46]2, predict the reaction product. The product is: [N:45]12[CH2:52][CH2:51][CH:48]([CH2:49][CH2:50]1)[C@@H:47]([O:12][C:11](=[O:13])[CH:10]([N:3]([CH3:2])[C:4]1[CH:5]=[CH:6][CH:7]=[CH:8][CH:9]=1)[C:14]1[CH:19]=[CH:18][CH:17]=[CH:16][CH:15]=1)[CH2:46]2. (4) Given the reactants [CH3:1][C:2]([CH3:8])([CH3:7])[C@H:3]([OH:6])[CH2:4][OH:5].N1C=CC=CC=1.[C:15]1([CH3:25])[CH:20]=[CH:19][C:18]([S:21](Cl)(=[O:23])=[O:22])=[CH:17][CH:16]=1, predict the reaction product. The product is: [OH:6][C@@H:3]([C:2]([CH3:8])([CH3:7])[CH3:1])[CH2:4][O:5][S:21]([C:18]1[CH:19]=[CH:20][C:15]([CH3:25])=[CH:16][CH:17]=1)(=[O:23])=[O:22]. (5) Given the reactants [CH3:1][C:2]1[S:3][C:4]([N:28]2[CH:32]=NC=N2)=[C:5]([C:7]2[CH:27]=[CH:26][C:10]([O:11][CH2:12][CH2:13][CH2:14][CH2:15][CH2:16][O:17][C:18]3[CH:19]=[CH:20][CH:21]=[C:22]([CH:25]=3)C#N)=[CH:9][CH:8]=2)[N:6]=1.C[N:34]([CH3:36])C.Cl.[NH2:38][OH:39], predict the reaction product. The product is: [OH:39][NH:38][C:36](=[NH:34])[C:21]1[CH:20]=[CH:19][C:18]([O:17][CH2:16][CH2:15][CH2:14][CH2:13][CH2:12][O:11][C:10]2[CH:9]=[CH:8][C:7]([C:5]3[N:6]=[C:2]([CH3:1])[S:3][C:4]=3[N:28]3[CH2:9][CH2:10][O:11][CH2:12][CH2:32]3)=[CH:27][CH:26]=2)=[CH:25][CH:22]=1. (6) Given the reactants [H-].[Al+3].[Li+].[H-].[H-].[H-].[C:7]([O:11][C:12](=[O:23])[NH:13][C@H:14]([CH3:22])[CH2:15][C:16](N(OC)C)=[O:17])([CH3:10])([CH3:9])[CH3:8], predict the reaction product. The product is: [C:7]([O:11][C:12](=[O:23])[NH:13][C@H:14]([CH3:22])[CH2:15][CH:16]=[O:17])([CH3:10])([CH3:8])[CH3:9]. (7) Given the reactants CC(C)=[O:3].[ClH:5].Cl.[CH3:7][O:8][C:9](=[O:65])[NH:10][C@H:11]([C:15]([N:17]1[CH2:21][CH2:20][CH2:19][C@H:18]1[C:22]1[NH:23][CH:24]=[C:25]([C:27]2[CH:32]=[CH:31][C:30]([C:33]3[CH:38]=[CH:37][C:36]([NH:39][C:40]([C:42]4[CH:43]=[N:44][C:45]([N:48]5[CH2:53][C@H:52]([CH3:54])[N:51]([C:55](=[O:58])[NH:56][CH3:57])[CH2:50][C@H:49]5[CH3:59])=[CH:46][CH:47]=4)=[O:41])=[CH:35][C:34]=3[O:60][C:61]([F:64])([F:63])[F:62])=[CH:29][CH:28]=2)[N:26]=1)=[O:16])[CH:12]([CH3:14])[CH3:13], predict the reaction product. The product is: [OH2:3].[ClH:5].[ClH:5].[CH3:7][O:8][C:9](=[O:65])[NH:10][C@H:11]([C:15]([N:17]1[CH2:21][CH2:20][CH2:19][C@H:18]1[C:22]1[NH:23][CH:24]=[C:25]([C:27]2[CH:28]=[CH:29][C:30]([C:33]3[CH:38]=[CH:37][C:36]([NH:39][C:40]([C:42]4[CH:43]=[N:44][C:45]([N:48]5[CH2:53][C@H:52]([CH3:54])[N:51]([C:55](=[O:58])[NH:56][CH3:57])[CH2:50][C@H:49]5[CH3:59])=[CH:46][CH:47]=4)=[O:41])=[CH:35][C:34]=3[O:60][C:61]([F:64])([F:62])[F:63])=[CH:31][CH:32]=2)[N:26]=1)=[O:16])[CH:12]([CH3:13])[CH3:14]. (8) Given the reactants [F:1][C:2]([F:34])([F:33])[C:3]1[CH:4]=[C:5]([C:13]([N:15]2[CH2:20][CH2:19][C@H:18]([N:21]3[CH2:26][CH2:25][NH:24][CH2:23][CH2:22]3)[C@H:17]([C:27]3[CH:32]=[CH:31][CH:30]=[CH:29][CH:28]=3)[CH2:16]2)=[O:14])[CH:6]=[C:7]([C:9]([F:12])([F:11])[F:10])[CH:8]=1.C(N(CC)CC)C.[C:42](Cl)(=[O:44])[CH3:43], predict the reaction product. The product is: [F:34][C:2]([F:33])([F:1])[C:3]1[CH:4]=[C:5]([CH:6]=[C:7]([C:9]([F:10])([F:11])[F:12])[CH:8]=1)[C:13]([N:15]1[CH2:20][CH2:19][C@H:18]([N:21]2[CH2:26][CH2:25][N:24]([C:42](=[O:44])[CH3:43])[CH2:23][CH2:22]2)[C@H:17]([C:27]2[CH:32]=[CH:31][CH:30]=[CH:29][CH:28]=2)[CH2:16]1)=[O:14].